From a dataset of HIV replication inhibition screening data with 41,000+ compounds from the AIDS Antiviral Screen. Binary Classification. Given a drug SMILES string, predict its activity (active/inactive) in a high-throughput screening assay against a specified biological target. (1) The drug is CCC(c1ccccc1)c1noc(CCN(CC)CC)n1.O=C(O)CC(O)(CC(=O)O)C(=O)O. The result is 0 (inactive). (2) The compound is N#CC(NNC(=O)Cc1ccccc1)c1ccccc1O. The result is 0 (inactive). (3) The drug is COC(=O)c1cc(C(c2cc(C(=O)OC)c(O)cc2C)C(Cl)(Cl)Cl)c(C)cc1O. The result is 0 (inactive). (4) The result is 0 (inactive). The drug is CC(C)(C)OC(=O)NC(Cc1ccc([N+](=O)[O-])cc1)C(=O)NC(CCCCNC(=O)OCc1ccccc1)C(=O)ON1C(=O)CCC1=O. (5) The result is 0 (inactive). The drug is Cc1cc2cc3ccccc3cc2c(O)n1. (6) The compound is CC1(C)OC2COC3(C(O)CCO)OC(C)(C)OC3C2O1. The result is 0 (inactive).